Binary Classification. Given a T-cell receptor sequence (or CDR3 region) and an epitope sequence, predict whether binding occurs between them. From a dataset of TCR-epitope binding with 47,182 pairs between 192 epitopes and 23,139 TCRs. (1) Result: 1 (the TCR binds to the epitope). The TCR CDR3 sequence is CSASAMNTEAFF. The epitope is KLGGALQAK. (2) The epitope is YFPLQSYGF. The TCR CDR3 sequence is CASSLAYTGNTEAFF. Result: 1 (the TCR binds to the epitope). (3) The epitope is TPRVTGGGAM. The TCR CDR3 sequence is CASSPTRNTEAFF. Result: 1 (the TCR binds to the epitope). (4) The epitope is GVAMPNLYK. The TCR CDR3 sequence is CASSQERASGETQYF. Result: 0 (the TCR does not bind to the epitope). (5) The epitope is TLDSKTQSL. The TCR CDR3 sequence is CAISEPDRVRNNEQFF. Result: 1 (the TCR binds to the epitope).